From a dataset of Peptide-MHC class I binding affinity with 185,985 pairs from IEDB/IMGT. Regression. Given a peptide amino acid sequence and an MHC pseudo amino acid sequence, predict their binding affinity value. This is MHC class I binding data. (1) The peptide sequence is TIKESLLKET. The MHC is HLA-A02:06 with pseudo-sequence HLA-A02:06. The binding affinity (normalized) is 0.587. (2) The peptide sequence is GPGEVSAAM. The MHC is HLA-B35:01 with pseudo-sequence HLA-B35:01. The binding affinity (normalized) is 0.872.